Predict the product of the given reaction. From a dataset of Forward reaction prediction with 1.9M reactions from USPTO patents (1976-2016). (1) Given the reactants [CH3:1][O:2][C:3](=[O:22])[CH:4]([NH:12][C:13]([C:15]1[CH:16]=[N:17][C:18](Cl)=[CH:19][CH:20]=1)=[O:14])[CH2:5][C:6]1[CH:11]=[CH:10][CH:9]=[CH:8][CH:7]=1.[CH2:23]([O:30][C:31]1[CH:36]=[CH:35][C:34](B(O)O)=[CH:33][CH:32]=1)[C:24]1[CH:29]=[CH:28][CH:27]=[CH:26][CH:25]=1.C(=O)([O-])[O-].[Na+].[Na+], predict the reaction product. The product is: [CH3:1][O:2][C:3](=[O:22])[CH:4]([NH:12][C:13]([C:15]1[CH:16]=[N:17][C:18]([C:34]2[CH:35]=[CH:36][C:31]([O:30][CH2:23][C:24]3[CH:29]=[CH:28][CH:27]=[CH:26][CH:25]=3)=[CH:32][CH:33]=2)=[CH:19][CH:20]=1)=[O:14])[CH2:5][C:6]1[CH:11]=[CH:10][CH:9]=[CH:8][CH:7]=1. (2) Given the reactants Cl.[NH:2]1[CH2:7][CH2:6][CH:5]([N:8]2[CH:12]=[C:11]([C:13]3[CH:36]=[CH:35][C:16]4[N:17]([C:20]5[CH:21]=[C:22]([NH:26][C:27]([NH:29][CH2:30][C:31]([F:34])([F:33])[F:32])=[O:28])[CH:23]=[CH:24][CH:25]=5)[CH:18]=[N:19][C:15]=4[CH:14]=3)[CH:10]=[N:9]2)[CH2:4][CH2:3]1.[O:37]1[CH2:41][CH2:40][CH2:39][CH:38]1[C:42](O)=[O:43], predict the reaction product. The product is: [O:37]1[CH2:41][CH2:40][CH2:39][CH:38]1[C:42]([N:2]1[CH2:3][CH2:4][CH:5]([N:8]2[CH:12]=[C:11]([C:13]3[CH:36]=[CH:35][C:16]4[N:17]([C:20]5[CH:21]=[C:22]([NH:26][C:27]([NH:29][CH2:30][C:31]([F:33])([F:32])[F:34])=[O:28])[CH:23]=[CH:24][CH:25]=5)[CH:18]=[N:19][C:15]=4[CH:14]=3)[CH:10]=[N:9]2)[CH2:6][CH2:7]1)=[O:43]. (3) The product is: [Br:1][C:2]1[C:7]([O:8][CH3:9])=[CH:6][C:5]([C:10]2[O:11][C:12]([C:28](=[O:29])[CH:27]([C:24]3[CH:25]=[CH:26][C:21]([CH2:20][N:18]([CH3:19])[CH3:17])=[CH:22][CH:23]=3)[O:34][CH3:35])=[CH:13][CH:14]=2)=[CH:4][C:3]=1[O:15][CH3:16]. Given the reactants [Br:1][C:2]1[C:7]([O:8][CH3:9])=[CH:6][C:5]([C:10]2[O:11][CH:12]=[CH:13][CH:14]=2)=[CH:4][C:3]=1[O:15][CH3:16].[CH3:17][N:18]([CH2:20][C:21]1[CH:26]=[CH:25][C:24]([CH:27]([O:34][CH3:35])[C:28](N(OC)C)=[O:29])=[CH:23][CH:22]=1)[CH3:19], predict the reaction product. (4) Given the reactants [CH2:1]([N:3]([S:9]([C:12]1[CH:17]=[CH:16][C:15]([F:18])=[CH:14][CH:13]=1)(=[O:11])=[O:10])[C:4](=[CH2:8])[C:5]([OH:7])=O)[CH3:2].CCOC(OC(OCC)=O)=O.[CH:30]1([CH2:33][N:34]2[CH2:39][CH2:38][N:37]([C:40]3[CH:45]=[C:44]([CH2:46][NH2:47])[CH:43]=[C:42]([C:48]4[CH:53]=[CH:52][C:51]([O:54][C:55]([F:58])([F:57])[F:56])=[CH:50][CH:49]=4)[N:41]=3)[CH2:36][CH2:35]2)[CH2:32][CH2:31]1, predict the reaction product. The product is: [CH:30]1([CH2:33][N:34]2[CH2:35][CH2:36][N:37]([C:40]3[CH:45]=[C:44]([CH2:46][NH:47][C:5](=[O:7])[C:4]([N:3]([CH2:1][CH3:2])[S:9]([C:12]4[CH:17]=[CH:16][C:15]([F:18])=[CH:14][CH:13]=4)(=[O:11])=[O:10])=[CH2:8])[CH:43]=[C:42]([C:48]4[CH:53]=[CH:52][C:51]([O:54][C:55]([F:56])([F:58])[F:57])=[CH:50][CH:49]=4)[N:41]=3)[CH2:38][CH2:39]2)[CH2:32][CH2:31]1. (5) Given the reactants FC(F)(F)S([O-])(=O)=O.C[N+]1[CH:14]=[CH:13][N:12]([S:15]([N:18]2[CH2:23][CH2:22][O:21][CH2:20][CH2:19]2)(=[O:17])=[O:16])[CH:11]=1.[N:24]1([C@H:30]2[CH2:33][C@H:32]([O:34][C:35]3[CH:40]=[CH:39][C:38]([C:41]4[S:42][C:43]5CNCC[C:48]=5[N:49]=4)=[CH:37][CH:36]=3)[CH2:31]2)[CH2:29][CH2:28][CH2:27][CH2:26][CH2:25]1, predict the reaction product. The product is: [N:18]1([S:15]([N:12]2[CH2:11][CH2:43][C:48]3[N:49]=[C:41]([C:38]4[CH:37]=[CH:36][C:35]([O:34][C@H:32]5[CH2:33][C@H:30]([N:24]6[CH2:29][CH2:28][CH2:27][CH2:26][CH2:25]6)[CH2:31]5)=[CH:40][CH:39]=4)[S:42][C:14]=3[CH2:13]2)(=[O:16])=[O:17])[CH2:19][CH2:20][O:21][CH2:22][CH2:23]1. (6) Given the reactants C[O:2][CH:3](OC)[C:4]1[CH:9]=[C:8]([F:10])[C:7]([N+:11]([O-:13])=[O:12])=[CH:6][C:5]=1[O:14]S(C)(=O)=O.CS(C)=O.[OH-].[K+].Cl, predict the reaction product. The product is: [F:10][C:8]1[C:7]([N+:11]([O-:13])=[O:12])=[CH:6][C:5]([OH:14])=[C:4]([CH:9]=1)[CH:3]=[O:2]. (7) The product is: [F:10][C:11]1[CH:12]=[C:13]2[C:17](=[CH:18][CH:19]=1)[NH:16][C:15](=[O:20])/[C:14]/2=[CH:2]\[C:3]1[Se:7][C:6]([CH2:8][OH:9])=[CH:5][CH:4]=1. Given the reactants O[CH2:2][C:3]1[Se:7][C:6]([CH:8]=[O:9])=[CH:5][CH:4]=1.[F:10][C:11]1[CH:12]=[C:13]2[C:17](=[CH:18][CH:19]=1)[NH:16][C:15](=[O:20])[CH2:14]2.[Se]1C=CC=C1C=O, predict the reaction product.